This data is from Reaction yield outcomes from USPTO patents with 853,638 reactions. The task is: Predict the reaction yield, written as a fraction of the theoretical maximum amount of product (1.0 means a 100% yield; for example, 0.34 means a 34% yield). (1) The reactants are [CH3:13][C:12]([O:11][C:9](O[C:9]([O:11][C:12]([CH3:15])([CH3:14])[CH3:13])=[O:10])=[O:10])([CH3:15])[CH3:14].[NH:16]1[CH2:23][CH2:22][CH2:21][C@H:17]1[C:18]([OH:20])=[O:19].CCN(CC)CC.[CH3:31][C:32](OC)([CH3:34])[CH3:33]. The catalyst is CC(O)(C)C.CN(C1C=CN=CC=1)C. The product is [N:16]1([C:9]([O:11][C:12]([CH3:13])([CH3:14])[CH3:15])=[O:10])[CH2:23][CH2:22][CH2:21][C@H:17]1[C:18]([O:20][C:32]([CH3:34])([CH3:33])[CH3:31])=[O:19]. The yield is 0.990. (2) The reactants are Br[C:2]1[CH:3]=[C:4]2[C:11]3([O:15][N:14]([CH3:16])[C:13]([NH2:17])=[N:12]3)[CH2:10][CH:9]([CH:18]3[CH2:23][CH2:22][CH2:21][O:20][CH2:19]3)[O:8][C:5]2=[CH:6][CH:7]=1.[CH:24]([C:27]1[CH:28]=[C:29](B(O)O)[CH:30]=[CH:31][CH:32]=1)([CH3:26])[CH3:25]. The catalyst is O1CCOCC1.C([O-])([O-])=O.[Cs+].[Cs+].Cl[Pd](Cl)([P](C1C=CC=CC=1)(C1C=CC=CC=1)C1C=CC=CC=1)[P](C1C=CC=CC=1)(C1C=CC=CC=1)C1C=CC=CC=1. The product is [CH:24]([C:27]1[CH:32]=[C:31]([C:2]2[CH:3]=[C:4]3[C:11]4([O:15][N:14]([CH3:16])[C:13]([NH2:17])=[N:12]4)[CH2:10][CH:9]([CH:18]4[CH2:23][CH2:22][CH2:21][O:20][CH2:19]4)[O:8][C:5]3=[CH:6][CH:7]=2)[CH:30]=[CH:29][CH:28]=1)([CH3:26])[CH3:25]. The yield is 0.180. (3) The catalyst is ClCCl.CN(C=O)C. The product is [CH2:24]([N:31]1[C:39]2[C:34](=[C:35]([NH:40][C:15]([C:12]3[N:9]4[CH:10]=[CH:11][C:6]([O:5][CH2:4][CH2:3][O:2][CH3:1])=[CH:7][C:8]4=[N:14][CH:13]=3)=[O:17])[CH:36]=[CH:37][CH:38]=2)[C:33]([CH3:41])=[N:32]1)[C:25]1[CH:26]=[CH:27][CH:28]=[CH:29][CH:30]=1. The yield is 0.330. The reactants are [CH3:1][O:2][CH2:3][CH2:4][O:5][C:6]1[CH:11]=[CH:10][N:9]2[C:12]([C:15]([OH:17])=O)=[CH:13][N:14]=[C:8]2[CH:7]=1.C(Cl)(=O)C(Cl)=O.[CH2:24]([N:31]1[C:39]2[CH:38]=[CH:37][CH:36]=[C:35]([NH2:40])[C:34]=2[C:33]([CH3:41])=[N:32]1)[C:25]1[CH:30]=[CH:29][CH:28]=[CH:27][CH:26]=1.C(N(C(C)C)CC)(C)C. (4) The reactants are [CH3:1][O:2][C:3]1[CH:4]=[C:5]([C:9]2[CH:14]=[CH:13][C:12]([CH2:15][C:16](O)=[O:17])=[C:11]([N+:19]([O-])=O)[CH:10]=2)[CH:6]=[CH:7][CH:8]=1. The catalyst is CO.[Pd]. The product is [CH3:1][O:2][C:3]1[CH:4]=[C:5]([C:9]2[CH:10]=[C:11]3[C:12]([CH2:15][C:16](=[O:17])[NH:19]3)=[CH:13][CH:14]=2)[CH:6]=[CH:7][CH:8]=1. The yield is 0.750. (5) The reactants are [CH:1](=[C:3]1[CH2:7][N:6]([C:8]([O:10][C:11]([CH3:14])([CH3:13])[CH3:12])=[O:9])[C@H:5]([C:15]([O:17][CH3:18])=[O:16])[CH2:4]1)[CH3:2]. The catalyst is CCO.[Pd]. The product is [CH2:1]([CH:3]1[CH2:7][N:6]([C:8]([O:10][C:11]([CH3:14])([CH3:12])[CH3:13])=[O:9])[C@H:5]([C:15]([O:17][CH3:18])=[O:16])[CH2:4]1)[CH3:2]. The yield is 0.970. (6) The product is [C:12]([O:11][C:9]([N:26]1[CH2:25][C@@H:24]([NH:28][C:29]([O:30][CH2:31][CH2:32][CH3:38])=[O:37])[C@H:23]([C:19]2[CH:20]=[CH:21][CH:22]=[C:17]([F:16])[CH:18]=2)[CH2:27]1)=[O:10])([CH3:13])([CH3:14])[CH3:15]. The catalyst is C(Cl)Cl. The yield is 0.850. The reactants are [C:9](O[C:9]([O:11][C:12]([CH3:15])([CH3:14])[CH3:13])=[O:10])([O:11][C:12]([CH3:15])([CH3:14])[CH3:13])=[O:10].[F:16][C:17]1[CH:18]=[C:19]([C@@H:23]2[CH2:27][NH:26][CH2:25][C@H:24]2[NH:28][C:29](=[O:37])[O:30][CH2:31][CH2:32][Si](C)(C)C)[CH:20]=[CH:21][CH:22]=1.[CH3:38]CN(C(C)C)C(C)C. (7) The reactants are [Cl:1][C:2]1[N:3]=[C:4](Cl)[C:5]2[CH2:10][CH2:9][CH:8]([C:11]3[CH:16]=[CH:15][C:14]([F:17])=[CH:13][CH:12]=3)[C:6]=2[N:7]=1.Cl.[C@H:20]12[CH2:26][C@H:23]([NH:24][CH2:25]1)[CH2:22][O:21]2.CCN(C(C)C)C(C)C. The catalyst is CO. The product is [Cl:1][C:2]1[N:3]=[C:4]([N:24]2[CH2:25][C@@H:20]3[CH2:26][C@H:23]2[CH2:22][O:21]3)[C:5]2[CH2:10][CH2:9][CH:8]([C:11]3[CH:16]=[CH:15][C:14]([F:17])=[CH:13][CH:12]=3)[C:6]=2[N:7]=1. The yield is 0.606.